Dataset: NCI-60 drug combinations with 297,098 pairs across 59 cell lines. Task: Regression. Given two drug SMILES strings and cell line genomic features, predict the synergy score measuring deviation from expected non-interaction effect. (1) Drug 1: CN1CCC(CC1)COC2=C(C=C3C(=C2)N=CN=C3NC4=C(C=C(C=C4)Br)F)OC. Drug 2: CN(C)C1=NC(=NC(=N1)N(C)C)N(C)C. Cell line: NCIH23. Synergy scores: CSS=6.96, Synergy_ZIP=-1.52, Synergy_Bliss=-0.917, Synergy_Loewe=-5.24, Synergy_HSA=-2.06. (2) Drug 1: C1=CC(=C2C(=C1NCCNCCO)C(=O)C3=C(C=CC(=C3C2=O)O)O)NCCNCCO. Drug 2: CCCS(=O)(=O)NC1=C(C(=C(C=C1)F)C(=O)C2=CNC3=C2C=C(C=N3)C4=CC=C(C=C4)Cl)F. Cell line: HOP-92. Synergy scores: CSS=33.8, Synergy_ZIP=0.632, Synergy_Bliss=0.390, Synergy_Loewe=-28.7, Synergy_HSA=-0.345.